Dataset: Reaction yield outcomes from USPTO patents with 853,638 reactions. Task: Predict the reaction yield, written as a fraction of the theoretical maximum amount of product (1.0 means a 100% yield; for example, 0.34 means a 34% yield). The reactants are [Cl:1][C:2]1[CH:7]=[CH:6][CH:5]=[CH:4][C:3]=1[C:8]1[N:9]=[N:10][N:11]([CH3:27])[C:12]=1[C:13]1[N:14]=[CH:15][N:16]([C:18]2[CH:26]=[CH:25][C:21]([C:22](O)=[O:23])=[CH:20][N:19]=2)[CH:17]=1.C1N=C[N:30](C(N2C=NC=C2)=O)C=1.[OH-].[NH4+]. The catalyst is CN(C=O)C. The product is [Cl:1][C:2]1[CH:7]=[CH:6][CH:5]=[CH:4][C:3]=1[C:8]1[N:9]=[N:10][N:11]([CH3:27])[C:12]=1[C:13]1[N:14]=[CH:15][N:16]([C:18]2[CH:26]=[CH:25][C:21]([C:22]([NH2:30])=[O:23])=[CH:20][N:19]=2)[CH:17]=1. The yield is 0.730.